From a dataset of Full USPTO retrosynthesis dataset with 1.9M reactions from patents (1976-2016). Predict the reactants needed to synthesize the given product. The reactants are: [H-].[Na+].C(OP([CH2:11][C:12]([O:14][CH2:15][CH3:16])=[O:13])(OCC)=O)C.[CH2:17]([O:21][C:22]1[CH:29]=[CH:28][CH:27]=[CH:26][C:23]=1[CH:24]=O)[CH:18]([CH3:20])[CH3:19].C(OCC)(=O)C. Given the product [CH2:17]([O:21][C:22]1[CH:29]=[CH:28][CH:27]=[CH:26][C:23]=1[CH:24]=[CH:11][C:12]([O:14][CH2:15][CH3:16])=[O:13])[CH:18]([CH3:20])[CH3:19], predict the reactants needed to synthesize it.